From a dataset of Forward reaction prediction with 1.9M reactions from USPTO patents (1976-2016). Predict the product of the given reaction. (1) Given the reactants Br[C:2]1[CH:3]=[C:4]([C:16](=[O:18])[CH3:17])[CH:5]=[CH:6][C:7]=1[C:8]([O:11][CH2:12][O:13][CH2:14][CH3:15])([CH3:10])[CH3:9].[CH3:19][C:20]1([CH3:36])[C:24]([CH3:26])([CH3:25])[O:23][B:22]([B:22]2[O:23][C:24]([CH3:26])([CH3:25])[C:20]([CH3:36])([CH3:19])[O:21]2)[O:21]1.CC([O-])=O.[K+], predict the reaction product. The product is: [CH2:14]([O:13][CH2:12][O:11][C:8]([C:7]1[CH:6]=[CH:5][C:4]([C:16](=[O:18])[CH3:17])=[CH:3][C:2]=1[B:22]1[O:23][C:24]([CH3:26])([CH3:25])[C:20]([CH3:36])([CH3:19])[O:21]1)([CH3:10])[CH3:9])[CH3:15]. (2) Given the reactants [Br:1][C:2]1[C:3]([NH:9][C:10]2[C:11]([CH3:23])=[C:12]([CH:17]=[C:18]([N+:20]([O-])=O)[CH:19]=2)[C:13]([O:15][CH3:16])=[O:14])=[N:4][CH:5]=[C:6]([CH3:8])[CH:7]=1.[Sn](Cl)Cl.Cl.[OH-].[Na+], predict the reaction product. The product is: [Br:1][C:2]1[C:3]([NH:9][C:10]2[C:11]([CH3:23])=[C:12]([CH:17]=[C:18]([NH2:20])[CH:19]=2)[C:13]([O:15][CH3:16])=[O:14])=[N:4][CH:5]=[C:6]([CH3:8])[CH:7]=1. (3) Given the reactants [Br:1][C:2]1[CH:3]=[CH:4][C:5]([C:9]([OH:11])=[O:10])=[N:6][C:7]=1Cl.[N:12]1[CH:17]=[CH:16][CH:15]=[CH:14][C:13]=1[CH2:18][OH:19], predict the reaction product. The product is: [Br:1][C:2]1[CH:3]=[CH:4][C:5]([C:9]([OH:11])=[O:10])=[N:6][C:7]=1[O:19][CH2:18][C:13]1[CH:14]=[CH:15][CH:16]=[CH:17][N:12]=1.